From a dataset of Full USPTO retrosynthesis dataset with 1.9M reactions from patents (1976-2016). Predict the reactants needed to synthesize the given product. (1) The reactants are: BrC1C=CC=C2C=1C(C1C(O)=CC3OCOC=3C=1)[C:5](=[O:16])N2CCCCC.[Cl:27][C:28]1[C:29]([F:50])=[CH:30][C:31]([OH:49])=[C:32]([CH:34]2[C:42]3[C:37](=[CH:38][CH:39]=[CH:40][CH:41]=3)[N:36]([CH2:43][CH2:44][CH2:45][CH2:46][CH3:47])[C:35]2=[O:48])[CH:33]=1. Given the product [Cl:27][C:28]1[C:29]([F:50])=[CH:30][C:31]([OH:49])=[C:32]([C:34]2([CH2:5][OH:16])[C:42]3[C:37](=[CH:38][CH:39]=[CH:40][CH:41]=3)[N:36]([CH2:43][CH2:44][CH2:45][CH2:46][CH3:47])[C:35]2=[O:48])[CH:33]=1, predict the reactants needed to synthesize it. (2) Given the product [F:14][C:9]1([C:10]([F:13])([F:12])[F:11])[C:8]([F:15])([C:7]([F:16])([F:17])[F:6])[O:2]1, predict the reactants needed to synthesize it. The reactants are: Cl[O-:2].[Na+].[OH-].[Na+].[F:6][C:7]([F:17])([F:16])[C:8]([F:15])=[C:9]([F:14])[C:10]([F:13])([F:12])[F:11]. (3) Given the product [O:26]1[C:30]2[CH:31]=[CH:32][CH:33]=[CH:34][C:29]=2[CH:28]=[C:27]1[C:35]([N:11]1[CH2:10][CH2:9][N:8]([C:7]2[CH:6]=[CH:5][C:4]([N:14]3[CH2:18][C@H:17]([CH2:19][NH:20][C:21](=[S:24])[O:22][CH3:23])[O:16][C:15]3=[O:25])=[CH:3][C:2]=2[F:1])[CH2:13][CH2:12]1)=[O:36], predict the reactants needed to synthesize it. The reactants are: [F:1][C:2]1[CH:3]=[C:4]([N:14]2[CH2:18][C@H:17]([CH2:19][NH:20][C:21](=[S:24])[O:22][CH3:23])[O:16][C:15]2=[O:25])[CH:5]=[CH:6][C:7]=1[N:8]1[CH2:13][CH2:12][NH:11][CH2:10][CH2:9]1.[O:26]1[C:30]2[CH:31]=[CH:32][CH:33]=[CH:34][C:29]=2[CH:28]=[C:27]1[C:35](O)=[O:36].O.ON1C2C=CC=CC=2N=N1.Cl.C(N=C=NCCCN(C)C)C.C(N(CC)CC)C. (4) Given the product [CH3:3][N:4](/[CH:6]=[N:37]/[C:35]([C:29]1([C:25]2[CH:26]=[CH:27][CH:28]=[C:23]([S:22][C:19]3[CH:18]=[CH:17][C:16]([N:12]4[C:13](=[O:15])[NH:14][C:10]([CH3:9])=[N:11]4)=[CH:21][CH:20]=3)[CH:24]=2)[CH2:30][CH2:31][O:32][CH2:33][CH2:34]1)=[O:36])[CH3:5], predict the reactants needed to synthesize it. The reactants are: CO[CH:3](OC)[N:4]([CH3:6])[CH3:5].[CH3:9][C:10]1[NH:14][C:13](=[O:15])[N:12]([C:16]2[CH:21]=[CH:20][C:19]([S:22][C:23]3[CH:24]=[C:25]([C:29]4([C:35]([NH2:37])=[O:36])[CH2:34][CH2:33][O:32][CH2:31][CH2:30]4)[CH:26]=[CH:27][CH:28]=3)=[CH:18][CH:17]=2)[N:11]=1.COC(OC)(N(C)C)C. (5) Given the product [C:1]([O:5][C:6](=[O:22])[NH:7][CH2:8][C@@H:9]1[CH2:13][CH2:12][CH2:11][C@@H:10]1[OH:14])([CH3:4])([CH3:2])[CH3:3], predict the reactants needed to synthesize it. The reactants are: [C:1]([O:5][C:6](=[O:22])[NH:7][CH2:8][C@@H:9]1[CH2:13][CH2:12][CH2:11][C@@H:10]1[O:14]CC1C=CC=CC=1)([CH3:4])([CH3:3])[CH3:2]. (6) Given the product [N:70]([C@@H:12]1[CH2:11][CH2:10][C@@:15]2([CH3:16])[C@@H:14]([CH2:9][CH2:8][C@@H:7]3[C@@H:17]2[CH2:18][CH2:19][C@@:2]2([CH3:1])[C@H:6]3[CH2:5][CH2:4][CH2:3]2)[CH2:13]1)=[N+:71]=[N-:72], predict the reactants needed to synthesize it. The reactants are: [CH3:1][C@:2]12[CH2:19][CH2:18][C@H:17]3[C@@H:7]([CH2:8][CH2:9][C@@H:10]4[C@:15]3([CH3:16])[CH2:14][CH2:13][C@H:12](O)[CH2:11]4)[C@@H:6]1[CH2:5][CH2:4][CH2:3]2.C1C=CC(P(C2C=CC=CC=2)C2C=CC=CC=2)=CC=1.CC(OC(/N=N/C(OC(C)C)=O)=O)C.P([N:70]=[N+:71]=[N-:72])(OC1C=CC=CC=1)(OC1C=CC=CC=1)=O. (7) The reactants are: [Br:1][C:2]1[N:3]=[C:4](Br)[C:5]2[C:10]([CH:11]=1)=[CH:9][CH:8]=[CH:7][CH:6]=2.[N:13]1([C:20]([O:22][C:23]([CH3:26])([CH3:25])[CH3:24])=[O:21])[CH2:19][CH2:18][CH2:17][NH:16][CH2:15][CH2:14]1.C(=O)([O-])[O-].[K+].[K+]. Given the product [Br:1][C:2]1[N:3]=[C:4]([N:16]2[CH2:17][CH2:18][CH2:19][N:13]([C:20]([O:22][C:23]([CH3:26])([CH3:25])[CH3:24])=[O:21])[CH2:14][CH2:15]2)[C:5]2[C:10]([CH:11]=1)=[CH:9][CH:8]=[CH:7][CH:6]=2, predict the reactants needed to synthesize it.